Dataset: Forward reaction prediction with 1.9M reactions from USPTO patents (1976-2016). Task: Predict the product of the given reaction. (1) Given the reactants [OH:1][CH2:2][C@@H:3]1[C@@H:7]([O:8][Si](C(C)C)(C(C)C)C(C)C)[CH2:6][C@H:5]([NH:19][C:20]2[C:25]([C:26]([C:28]3[S:29][CH:30]=[C:31]([CH2:33][O:34][CH3:35])[CH:32]=3)=[O:27])=[CH:24][N:23]=[CH:22][N:21]=2)[CH2:4]1.C(N(CC)CC)C.Cl[S:44]([NH2:47])(=[O:46])=[O:45].Cl.O, predict the reaction product. The product is: [S:44](=[O:46])(=[O:45])([O:1][CH2:2][C@H:3]1[CH2:4][C@@H:5]([NH:19][C:20]2[C:25]([C:26]([C:28]3[S:29][CH:30]=[C:31]([CH2:33][O:34][CH3:35])[CH:32]=3)=[O:27])=[CH:24][N:23]=[CH:22][N:21]=2)[CH2:6][C@@H:7]1[OH:8])[NH2:47]. (2) Given the reactants [OH:1][C@@H:2]([C@H:4]1[C:25](=[O:26])[N:6]2[C@@H:7]([C:12]([O:14][CH2:15][C:16]3[CH:21]=[CH:20][C:19]([N+:22]([O-:24])=[O:23])=[CH:18][CH:17]=3)=[O:13])[C:8](=O)[C@H:9]([CH3:10])[C@H:5]12)[CH3:3].[N:27]1[CH:32]=[CH:31][CH:30]=[CH:29][C:28]=1[S:33][C:34]1[N:35]=[CH:36][N:37]2[CH:41]=[C:40]([Sn](CCCC)(CCCC)CCCC)[S:39][C:38]=12, predict the reaction product. The product is: [OH:1][C@@H:2]([C@H:4]1[C:25](=[O:26])[N:6]2[C:7]([C:12]([O:14][CH2:15][C:16]3[CH:21]=[CH:20][C:19]([N+:22]([O-:24])=[O:23])=[CH:18][CH:17]=3)=[O:13])=[C:8]([C:40]3[S:39][C:38]4=[C:34]([S:33][C:28]5[CH:29]=[CH:30][CH:31]=[CH:32][N:27]=5)[N:35]=[CH:36][N:37]4[CH:41]=3)[C@H:9]([CH3:10])[C@H:5]12)[CH3:3]. (3) Given the reactants Br[C:2]1[C:3]([O:18][CH:19]2[CH2:22][CH2:21][CH2:20]2)=[C:4]2[C:9](=[CH:10][CH:11]=1)[N:8]([C:12]([CH:14]1[CH2:16][CH2:15]1)=[O:13])[C@@H:7]([CH3:17])[CH2:6][CH2:5]2.[B:23]1([B:23]2[O:27][C:26]([CH3:29])([CH3:28])[C:25]([CH3:31])([CH3:30])[O:24]2)[O:27][C:26]([CH3:29])([CH3:28])[C:25]([CH3:31])([CH3:30])[O:24]1.C([O-])(=O)C.[K+].O1CCOCC1, predict the reaction product. The product is: [CH:19]1([O:18][C:3]2[C:2]([B:23]3[O:27][C:26]([CH3:29])([CH3:28])[C:25]([CH3:31])([CH3:30])[O:24]3)=[CH:11][CH:10]=[C:9]3[C:4]=2[CH2:5][CH2:6][C@H:7]([CH3:17])[N:8]3[C:12]([CH:14]2[CH2:16][CH2:15]2)=[O:13])[CH2:22][CH2:21][CH2:20]1. (4) Given the reactants CO[C:3](=[O:18])[CH:4]([CH:12]1[CH2:17][CH2:16][CH2:15][CH2:14][CH2:13]1)[C:5]([C:7]1[O:8][CH:9]=[CH:10][CH:11]=1)=O.[CH3:19][O:20][C:21]([C:23]1[CH:27]=[C:26]([NH2:28])[NH:25][N:24]=1)=[O:22].O.C1(C)C=CC(S(O)(=O)=O)=CC=1, predict the reaction product. The product is: [CH3:19][O:20][C:21]([C:23]1[CH:27]=[C:26]2[NH:28][C:5]([C:7]3[O:8][CH:9]=[CH:10][CH:11]=3)=[C:4]([CH:12]3[CH2:13][CH2:14][CH2:15][CH2:16][CH2:17]3)[C:3](=[O:18])[N:25]2[N:24]=1)=[O:22].